From a dataset of Forward reaction prediction with 1.9M reactions from USPTO patents (1976-2016). Predict the product of the given reaction. (1) Given the reactants [NH2:1][C@@:2]([CH3:14])([CH2:5][CH2:6][C:7]1[CH:12]=[CH:11][CH:10]=[CH:9][C:8]=1[Cl:13])[CH2:3][OH:4].C([O-])([O-])=O.[K+].[K+].[N:21]#[C:22]Br.O, predict the reaction product. The product is: [Cl:13][C:8]1[CH:9]=[CH:10][CH:11]=[CH:12][C:7]=1[CH2:6][CH2:5][C@@:2]1([CH3:14])[CH2:3][O:4][C:22]([NH2:21])=[N:1]1. (2) Given the reactants Cl[C:2]([S:4]Cl)=[O:3].[NH2:6][C:7]1[N:12]=[C:11]([S:13][CH2:14][C:15]2[CH:20]=[CH:19][CH:18]=[C:17]([F:21])[C:16]=2[F:22])[N:10]=[C:9]([OH:23])[CH:8]=1, predict the reaction product. The product is: [NH2:6][C:7]1[C:8]2[S:4][C:2](=[O:3])[O:23][C:9]=2[N:10]=[C:11]([S:13][CH2:14][C:15]2[CH:20]=[CH:19][CH:18]=[C:17]([F:21])[C:16]=2[F:22])[N:12]=1. (3) The product is: [C:1]([O:5][C:6]([N:8]1[CH2:11][CH:10]([N:12]2[CH2:28][CH2:27][N:15]([C:16]3[N:17]=[CH:18][CH:19]=[CH:20][N:21]=3)[CH2:14][C:13]2=[O:32])[CH2:9]1)=[O:7])([CH3:4])([CH3:2])[CH3:3]. Given the reactants [C:1]([O:5][C:6]([N:8]1[CH2:11][CH:10]([NH:12][CH2:13][CH2:14][NH:15][C:16]2[N:21]=[CH:20][CH:19]=[CH:18][N:17]=2)[CH2:9]1)=[O:7])([CH3:4])([CH3:3])[CH3:2].CCN([CH2:27][CH3:28])CC.ClCC(Cl)=[O:32].[H-].[Na+], predict the reaction product. (4) The product is: [CH3:21][N:15]1[C:14]2[S:22][C:11]([C:9]([OH:10])=[O:8])=[CH:12][C:13]=2[C:18](=[O:19])[NH:17][C:16]1=[O:20]. Given the reactants C([O:8][C:9]([C:11]1[S:22][C:14]2[N:15]([CH3:21])[C:16](=[O:20])[NH:17][C:18](=[O:19])[C:13]=2[CH:12]=1)=[O:10])C1C=CC=CC=1.Br.C(O)(=O)C, predict the reaction product.